From a dataset of M1 muscarinic receptor agonist screen with 61,833 compounds. Binary Classification. Given a drug SMILES string, predict its activity (active/inactive) in a high-throughput screening assay against a specified biological target. The compound is O(C(=O)c1[nH]cnc1C(=O)Nc1ncccc1)CC. The result is 0 (inactive).